From a dataset of Forward reaction prediction with 1.9M reactions from USPTO patents (1976-2016). Predict the product of the given reaction. (1) The product is: [F:1][C:2]1[CH:3]=[C:4]2[C@:10]3([CH2:23][C:13]4=[N:14][CH:15]=[C:16]([C:18]([OH:20])=[O:19])[CH:17]=[C:12]4[CH2:11]3)[C:9](=[O:24])[NH:8][C:5]2=[N:6][CH:7]=1. Given the reactants [F:1][C:2]1[CH:3]=[C:4]2[C@:10]3([CH2:23][C:13]4=[N:14][CH:15]=[C:16]([C:18]([O:20]CC)=[O:19])[CH:17]=[C:12]4[CH2:11]3)[C:9](=[O:24])[NH:8][C:5]2=[N:6][CH:7]=1.[OH-].[Li+].Cl, predict the reaction product. (2) Given the reactants [NH:1]1[CH:5]=[CH:4][CH:3]=[N:2]1.CN[C@@H]1CCCC[C@H]1NC.C(=O)([O-])[O-].[Cs+].[Cs+].CC1N(C(N(C)C)=O)C1.I[C:32]1[CH:33]=[N:34][C:35]2[C:40]([CH:41]=1)=[CH:39][CH:38]=[C:37]([N+:42]([O-:44])=[O:43])[CH:36]=2, predict the reaction product. The product is: [N+:42]([C:37]1[CH:36]=[C:35]2[C:40]([CH:41]=[C:32]([N:1]3[CH:5]=[CH:4][CH:3]=[N:2]3)[CH:33]=[N:34]2)=[CH:39][CH:38]=1)([O-:44])=[O:43]. (3) Given the reactants [Cl:1][C:2]1[CH:11]=[CH:10][C:5]2[N:6]=[C:7]([NH2:9])[S:8][C:4]=2[CH:3]=1.[C:12]1([CH3:21])[CH:17]=[CH:16][C:15]([C:18](Cl)=[O:19])=[CH:14][CH:13]=1.Br[CH:23]([CH3:29])[C:24]([O:26]CC)=[O:25].S1C2CCCCC=2N=C1N.FC(F)(F)C1C=C(C=CC=1)C(Cl)=O.BrCC(OCC)=O, predict the reaction product. The product is: [Cl:1][C:2]1[CH:11]=[CH:10][C:5]2[N:6]([CH:23]([CH3:29])[C:24]([OH:26])=[O:25])[C:7](=[N:9][C:18](=[O:19])[C:15]3[CH:16]=[CH:17][C:12]([CH3:21])=[CH:13][CH:14]=3)[S:8][C:4]=2[CH:3]=1.